This data is from Full USPTO retrosynthesis dataset with 1.9M reactions from patents (1976-2016). The task is: Predict the reactants needed to synthesize the given product. Given the product [O:5]=[C:4]([CH:6]1[C:11]([CH3:12])([CH3:13])[CH2:10][CH:9]=[CH:8][CH:7]1[CH3:14])[CH2:3][CH:2]([S:15][CH2:16][C:17]([O:19][CH2:20][CH:21]([CH2:26][CH3:27])[CH2:22][CH2:23][CH2:24][CH3:25])=[O:18])[CH3:1], predict the reactants needed to synthesize it. The reactants are: [CH3:1]/[CH:2]=[CH:3]/[C:4]([CH:6]1[C:11]([CH3:13])([CH3:12])[CH2:10][CH:9]=[CH:8][CH:7]1[CH3:14])=[O:5].[SH:15][CH2:16][C:17]([O:19][CH2:20][CH:21]([CH2:26][CH3:27])[CH2:22][CH2:23][CH2:24][CH3:25])=[O:18].